Task: Predict the product of the given reaction.. Dataset: Forward reaction prediction with 1.9M reactions from USPTO patents (1976-2016) Given the reactants [OH:1][C:2]1[CH:10]=[C:9]([S:11]([CH3:14])(=[O:13])=[O:12])[CH:8]=[CH:7][C:3]=1[C:4](O)=[O:5].O1CCCC1.B, predict the reaction product. The product is: [OH:5][CH2:4][C:3]1[CH:7]=[CH:8][C:9]([S:11]([CH3:14])(=[O:12])=[O:13])=[CH:10][C:2]=1[OH:1].